From a dataset of HIV replication inhibition screening data with 41,000+ compounds from the AIDS Antiviral Screen. Binary Classification. Given a drug SMILES string, predict its activity (active/inactive) in a high-throughput screening assay against a specified biological target. (1) The compound is CC1C(NC(=O)C(=NOC(C)(C)C(=O)O)c2csc(=N)[nH]2)C(=O)N1S(=O)(=O)O. The result is 0 (inactive). (2) The drug is O=C(Nc1ccc(Cl)cc1C(=O)O)c1ccc([N+](=O)[O-])cc1. The result is 0 (inactive). (3) The molecule is CCCC(C(=O)OC)C(=O)C(C)C1=Nc2n[nH]c(=N)n2C1=O. The result is 0 (inactive). (4) The compound is COc1cccc(Nc2n[nH]c(NS(=O)(=O)c3cc(C)c(Cl)cc3S)n2)c1. The result is 1 (active). (5) The compound is Nc1nc(O)c2c(n1)[nH][cH-][n+]2=O. The result is 0 (inactive).